From a dataset of Full USPTO retrosynthesis dataset with 1.9M reactions from patents (1976-2016). Predict the reactants needed to synthesize the given product. (1) Given the product [NH2:10][C:8]1[N:7]([C:12]2[CH:17]=[C:16]([OH:18])[CH:15]=[N:14][CH:13]=2)[N:6]=[C:5]([C:1]([CH3:4])([CH3:3])[CH3:2])[CH:9]=1, predict the reactants needed to synthesize it. The reactants are: [C:1]([C:5]1[CH:9]=[C:8]([NH2:10])[NH:7][N:6]=1)([CH3:4])([CH3:3])[CH3:2].Br[C:12]1[CH:13]=[N:14][CH:15]=[C:16]([OH:18])[CH:17]=1.C([O-])([O-])=O.[K+].[K+].CN[C@@H]1CCCC[C@H]1NC. (2) Given the product [F:17][C:4]1[CH:3]=[C:2]([C:18]2[CH:23]=[CH:22][CH:21]=[CH:20][CH:19]=2)[C:10]2[N:9]3[CH2:11][CH2:12][CH2:13][NH:14][C:15](=[O:16])[C:8]3=[CH:7][C:6]=2[CH:5]=1, predict the reactants needed to synthesize it. The reactants are: Br[C:2]1[C:10]2[N:9]3[CH2:11][CH2:12][CH2:13][NH:14][C:15](=[O:16])[C:8]3=[CH:7][C:6]=2[CH:5]=[C:4]([F:17])[CH:3]=1.[C:18]1(B(O)O)[CH:23]=[CH:22][CH:21]=[CH:20][CH:19]=1. (3) The reactants are: [CH2:1]([O:8][C:9]1[CH:10]=[C:11]([CH2:15][CH:16]([NH:22][C:23]([NH:25][CH2:26][C:27]2[CH:32]=[CH:31][C:30]([NH:33]C(OC(C)(C)C)=O)=[CH:29][CH:28]=2)=[O:24])[C:17]([O:19][CH2:20][CH3:21])=[O:18])[CH:12]=[CH:13][CH:14]=1)[C:2]1[CH:7]=[CH:6][CH:5]=[CH:4][CH:3]=1. Given the product [NH2:33][C:30]1[CH:29]=[CH:28][C:27]([CH2:26][NH:25][C:23](=[O:24])[NH:22][CH:16]([CH2:15][C:11]2[CH:12]=[CH:13][CH:14]=[C:9]([O:8][CH2:1][C:2]3[CH:3]=[CH:4][CH:5]=[CH:6][CH:7]=3)[CH:10]=2)[C:17]([O:19][CH2:20][CH3:21])=[O:18])=[CH:32][CH:31]=1, predict the reactants needed to synthesize it.